Task: Predict the reactants needed to synthesize the given product.. Dataset: Full USPTO retrosynthesis dataset with 1.9M reactions from patents (1976-2016) (1) Given the product [CH:9]1([S:8][C:5]2[N+:4]([O-:15])=[N:3][C:2]([S:22][C:16]3[CH:21]=[CH:20][CH:19]=[CH:18][CH:17]=3)=[CH:7][CH:6]=2)[CH2:14][CH2:13][CH2:12][CH2:11][CH2:10]1, predict the reactants needed to synthesize it. The reactants are: Cl[C:2]1[N:3]=[N+:4]([O-:15])[C:5]([S:8][CH:9]2[CH2:14][CH2:13][CH2:12][CH2:11][CH2:10]2)=[CH:6][CH:7]=1.[C:16]1([SH:22])[CH:21]=[CH:20][CH:19]=[CH:18][CH:17]=1.C(=O)([O-])[O-].[K+].[K+].O. (2) Given the product [OH:23][C:12]1[CH:11]=[C:10]([CH:15]=[C:14]([O:16][CH:17]2[CH2:22][CH2:21][O:20][CH2:19][CH2:18]2)[CH:13]=1)[C:9]([NH:8][C:5]1[CH:4]=[N:3][C:2]([CH3:1])=[CH:7][N:6]=1)=[O:31], predict the reactants needed to synthesize it. The reactants are: [CH3:1][C:2]1[N:3]=[CH:4][C:5]([NH:8][C:9](=[O:31])[C:10]2[CH:15]=[C:14]([O:16][CH:17]3[CH2:22][CH2:21][O:20][CH2:19][CH2:18]3)[CH:13]=[C:12]([O:23]CC3C=CC=CC=3)[CH:11]=2)=[N:6][CH:7]=1. (3) The reactants are: Br[CH2:2][CH2:3][O:4][C:5]1[CH:6]=[C:7]([CH:24]=[CH:25][C:26]=1[CH2:27][S:28]([CH3:31])(=[O:30])=[O:29])[C:8]([NH:10][C:11]1[CH:16]=[CH:15][C:14]([Cl:17])=[C:13]([C:18]2[CH:23]=[CH:22][CH:21]=[CH:20][N:19]=2)[CH:12]=1)=[O:9].C(=O)([O-])[O-].[K+].[K+].[NH:38]1[CH2:42][CH2:41][CH2:40][CH2:39]1. Given the product [Cl:17][C:14]1[CH:15]=[CH:16][C:11]([NH:10][C:8](=[O:9])[C:7]2[CH:24]=[CH:25][C:26]([CH2:27][S:28]([CH3:31])(=[O:30])=[O:29])=[C:5]([O:4][CH2:3][CH2:2][N:38]3[CH2:42][CH2:41][CH2:40][CH2:39]3)[CH:6]=2)=[CH:12][C:13]=1[C:18]1[CH:23]=[CH:22][CH:21]=[CH:20][N:19]=1, predict the reactants needed to synthesize it. (4) The reactants are: [CH3:1][O:2][C:3]1[N:8]=[C:7]2[CH:9]=[C:10]([C:12]([NH2:14])=[O:13])[NH:11][C:6]2=[CH:5][CH:4]=1.[CH3:15][O:16][C:17]1[CH:18]=[C:19]([S:23][S:23][C:19]2[CH:20]=[CH:21][CH:22]=[C:17]([O:16][CH3:15])[CH:18]=2)[CH:20]=[CH:21][CH:22]=1. Given the product [CH3:15][O:16][C:17]1[CH:18]=[C:19]([S:23][C:9]2[C:7]3=[N:8][C:3]([O:2][CH3:1])=[CH:4][CH:5]=[C:6]3[NH:11][C:10]=2[C:12]([NH2:14])=[O:13])[CH:20]=[CH:21][CH:22]=1, predict the reactants needed to synthesize it. (5) Given the product [CH2:1]([N:8]1[C:16]2[C:11](=[CH:12][C:13]([NH2:17])=[CH:14][CH:15]=2)[C:10]([CH3:20])=[N:9]1)[C:2]1[CH:3]=[CH:4][CH:5]=[CH:6][CH:7]=1, predict the reactants needed to synthesize it. The reactants are: [CH2:1]([N:8]1[C:16]2[C:11](=[CH:12][C:13]([N+:17]([O-])=O)=[CH:14][CH:15]=2)[C:10]([CH3:20])=[N:9]1)[C:2]1[CH:7]=[CH:6][CH:5]=[CH:4][CH:3]=1.[H][H]. (6) Given the product [C:45]([C:42]1([NH:41][S:2]([C:5]2[C:14]3[C:9](=[CH:10][CH:11]=[CH:12][CH:13]=3)[C:8]([C:15]3[S:19][C:18]([C:20]([O:22][CH2:23][CH3:24])=[O:21])=[N:17][C:16]=3[CH2:25][CH:26]3[CH2:31][CH2:30][CH2:29][CH2:28][CH2:27]3)=[CH:7][CH:6]=2)(=[O:4])=[O:3])[CH2:44][CH2:43]1)#[N:46], predict the reactants needed to synthesize it. The reactants are: Cl[S:2]([C:5]1[C:14]2[C:9](=[CH:10][CH:11]=[CH:12][CH:13]=2)[C:8]([C:15]2[S:19][C:18]([C:20]([O:22][CH2:23][CH3:24])=[O:21])=[N:17][C:16]=2[CH2:25][CH:26]2[CH2:31][CH2:30][CH2:29][CH2:28][CH2:27]2)=[CH:7][CH:6]=1)(=[O:4])=[O:3].CCN(C(C)C)C(C)C.[NH2:41][C:42]1([C:45]#[N:46])[CH2:44][CH2:43]1. (7) The reactants are: [F:1][C:2]1[C:3]([CH3:9])=[C:4]([CH:6]=[CH:7][CH:8]=1)[NH2:5].[H-].[Na+].F[C:13]1[CH:18]=[CH:17][CH:16]=[CH:15][C:14]=1[N+:19]([O-:21])=[O:20]. Given the product [F:1][C:2]1[C:3]([CH3:9])=[C:4]([NH:5][C:13]2[CH:18]=[CH:17][CH:16]=[CH:15][C:14]=2[N+:19]([O-:21])=[O:20])[CH:6]=[CH:7][CH:8]=1, predict the reactants needed to synthesize it. (8) Given the product [Cl:15][C:5]1[C:6]2[CH:11]=[CH:10][S:9][C:7]=2[N:8]=[C:3]([S:2][CH3:1])[N:4]=1, predict the reactants needed to synthesize it. The reactants are: [CH3:1][S:2][C:3]1[NH:4][C:5](=O)[C:6]2[CH:11]=[CH:10][S:9][C:7]=2[N:8]=1.O=P(Cl)(Cl)[Cl:15]. (9) Given the product [F:10][C:4]1[CH:5]=[CH:6][C:7]([F:9])=[CH:8][C:3]=1[C:11](=[O:17])[C:12]([O:14][CH2:15][CH3:16])=[O:13], predict the reactants needed to synthesize it. The reactants are: [Mg].Br[C:3]1[CH:8]=[C:7]([F:9])[CH:6]=[CH:5][C:4]=1[F:10].[C:11](OCC)(=[O:17])[C:12]([O:14][CH2:15][CH3:16])=[O:13].[Cl-].[NH4+].